This data is from Full USPTO retrosynthesis dataset with 1.9M reactions from patents (1976-2016). The task is: Predict the reactants needed to synthesize the given product. (1) Given the product [N+:1]([C:4]1[CH:10]=[CH:9][C:7]([NH:8][C:28]([NH:27][C:21]2[CH:26]=[CH:25][CH:24]=[CH:23][CH:22]=2)=[O:29])=[C:6]([NH:11][S:12]([C:15]2[CH:20]=[CH:19][CH:18]=[CH:17][CH:16]=2)(=[O:14])=[O:13])[CH:5]=1)([O-:3])=[O:2], predict the reactants needed to synthesize it. The reactants are: [N+:1]([C:4]1[CH:10]=[CH:9][C:7]([NH2:8])=[C:6]([NH:11][S:12]([C:15]2[CH:20]=[CH:19][CH:18]=[CH:17][CH:16]=2)(=[O:14])=[O:13])[CH:5]=1)([O-:3])=[O:2].[C:21]1([N:27]=[C:28]=[O:29])[CH:26]=[CH:25][CH:24]=[CH:23][CH:22]=1. (2) Given the product [S:1]1[CH:5]=[C:4]([C:6]([NH:8][NH2:9])=[O:7])[N:3]=[CH:2]1, predict the reactants needed to synthesize it. The reactants are: [S:1]1[CH:5]=[C:4]([C:6]([NH:8][NH:9]C(OC(C)(C)C)=O)=[O:7])[N:3]=[CH:2]1.Cl. (3) Given the product [Br:1][C:2]1[CH:3]=[C:4]2[C:8](=[C:9]([C:11]([OH:13])=[O:12])[CH:10]=1)[NH:7][N:6]=[CH:5]2, predict the reactants needed to synthesize it. The reactants are: [Br:1][C:2]1[CH:3]=[C:4]2[C:8](=[C:9]([C:11]([O-:13])=[O:12])[CH:10]=1)[NH:7][N:6]=[CH:5]2.[OH-].[K+]. (4) Given the product [C:1]([O:5][CH2:6][C:7]1[C:8]([C:27]([NH:46][N:47]2[CH2:52][CH2:51][CH2:50][CH2:49][CH2:48]2)=[O:28])=[N:9][C:10]([C:20]2[CH:21]=[CH:22][C:23]([Cl:26])=[CH:24][CH:25]=2)=[C:11]([C:13]2[CH:14]=[CH:15][C:16]([Cl:19])=[CH:17][CH:18]=2)[N:12]=1)([CH3:3])([CH3:4])[CH3:2], predict the reactants needed to synthesize it. The reactants are: [C:1]([O:5][CH2:6][C:7]1[C:8]([C:27](O)=[O:28])=[N:9][C:10]([C:20]2[CH:25]=[CH:24][C:23]([Cl:26])=[CH:22][CH:21]=2)=[C:11]([C:13]2[CH:18]=[CH:17][C:16]([Cl:19])=[CH:15][CH:14]=2)[N:12]=1)([CH3:4])([CH3:3])[CH3:2].C(N(CC)CC)C.CC(COC(Cl)=O)C.Cl.[NH2:46][N:47]1[CH2:52][CH2:51][CH2:50][CH2:49][CH2:48]1.C(=O)([O-])[O-].[K+].[K+]. (5) Given the product [NH2:8][C@H:4]1[C@H:3]([OH:17])[C:2]([F:18])([F:1])[CH2:7][CH2:6][CH2:5]1, predict the reactants needed to synthesize it. The reactants are: [F:1][C:2]1([F:18])[CH2:7][CH2:6][CH2:5][C@@H:4]([NH:8][C@@H](C2C=CC=CC=2)C)[C@@H:3]1[OH:17].[H][H]. (6) The reactants are: [Cl:1][C:2]1[N:10]=[CH:9][C:8]([CH2:11][N:12]2[C:16]([CH3:17])=[C:15]([C:18]3[CH:23]=[CH:22][C:21]([C:24]#[N:25])=[C:20]([Cl:26])[CH:19]=3)[C:14]([CH3:27])=[N:13]2)=[CH:7][C:3]=1[C:4](O)=[O:5].C1N=C[N:30](C(N2C=NC=C2)=O)[CH:29]=1.C1COCC1.CN.C1COCC1. Given the product [Cl:1][C:2]1[N:10]=[CH:9][C:8]([CH2:11][N:12]2[C:16]([CH3:17])=[C:15]([C:18]3[CH:23]=[CH:22][C:21]([C:24]#[N:25])=[C:20]([Cl:26])[CH:19]=3)[C:14]([CH3:27])=[N:13]2)=[CH:7][C:3]=1[C:4]([NH:30][CH3:29])=[O:5], predict the reactants needed to synthesize it.